This data is from Catalyst prediction with 721,799 reactions and 888 catalyst types from USPTO. The task is: Predict which catalyst facilitates the given reaction. (1) Reactant: C([Li])CCC.I[C:7]1[CH:12]=[CH:11][CH:10]=[C:9]([I:13])[CH:8]=1.F[C:15]1[CH:20]=[CH:19][CH:18]=[CH:17][N:16]=1.O. Product: [I:13][C:9]1[CH:8]=[C:7]([C:15]2[CH:20]=[CH:19][CH:18]=[CH:17][N:16]=2)[CH:12]=[CH:11][CH:10]=1. The catalyst class is: 28. (2) Reactant: Br[CH2:2][CH2:3][CH2:4]Br.[C:6](=[O:9])([O-])[O-].[K+].[K+].[CH:12]([N:14]1[CH2:19][CH2:18][NH:17][CH2:16][CH2:15]1)=[O:13].O. Product: [CH:12]([N:14]1[CH2:19][CH2:18][N:17]([CH2:2][CH2:3][CH2:4][N:14]2[CH2:19][CH2:18][N:17]([CH:6]=[O:9])[CH2:16][CH2:15]2)[CH2:16][CH2:15]1)=[O:13]. The catalyst class is: 9.